The task is: Predict which catalyst facilitates the given reaction.. This data is from Catalyst prediction with 721,799 reactions and 888 catalyst types from USPTO. (1) Product: [F:1][C:2]([F:12])([F:11])[C:3]1[CH:8]=[C:7]2[C:6](=[CH:5][CH:4]=1)[NH:9][CH:18]=[C:17]2[CH2:16][C:15]([OH:23])=[O:14]. The catalyst class is: 6. Reactant: [F:1][C:2]([F:12])([F:11])[C:3]1[CH:8]=[CH:7][C:6]([NH:9]N)=[CH:5][CH:4]=1.C[O:14][C:15](=[O:23])[CH2:16][CH2:17][CH:18](OC)OC.S(=O)(=O)(O)O. (2) Reactant: C([O-])(=O)C.[O:5]=[C:6]1[C@@H:9]([NH3+:10])[CH2:8][NH:7]1.CCN(C(C)C)C(C)C.[CH2:20]([O:26][C:27](N1C=CC=CC1=O)=[O:28])[CH2:21][CH2:22][CH2:23][CH2:24][CH3:25].CCOCC. Product: [CH2:20]([O:26][C:27](=[O:28])[NH:10][C@H:9]1[CH2:8][NH:7][C:6]1=[O:5])[CH2:21][CH2:22][CH2:23][CH2:24][CH3:25]. The catalyst class is: 2. (3) Reactant: [N+:1]([C:4]1[CH:5]=[C:6]([CH:23]=[CH:24][CH:25]=1)[O:7][C:8]1[CH:22]=[CH:21][C:11]2[N:12]=[C:13]([NH:15][C:16]([CH:18]3[CH2:20][CH2:19]3)=[O:17])[S:14][C:10]=2[CH:9]=1)([O-])=O.Cl. Product: [NH2:1][C:4]1[CH:5]=[C:6]([CH:23]=[CH:24][CH:25]=1)[O:7][C:8]1[CH:22]=[CH:21][C:11]2[N:12]=[C:13]([NH:15][C:16]([CH:18]3[CH2:20][CH2:19]3)=[O:17])[S:14][C:10]=2[CH:9]=1. The catalyst class is: 186. (4) Reactant: [ClH:1].[NH2:2][C:3]([CH2:31][OH:32])([CH2:29][OH:30])[CH2:4][CH2:5][C:6]1[CH:19]=[CH:18][C:17]2[S:16][C:15]3[C:10](=[CH:11][C:12]([S:20][C:21]4[CH:26]=[CH:25][C:24]([CH3:27])=[CH:23][CH:22]=4)=[CH:13][CH:14]=3)[C:9](=O)[C:8]=2[CH:7]=1.[BH4-].[Li+].C(O)(C)C.O1CCOCC1.Cl. Product: [ClH:1].[NH2:2][C:3]([CH2:29][OH:30])([CH2:31][OH:32])[CH2:4][CH2:5][C:6]1[CH:19]=[CH:18][C:17]2[S:16][C:15]3[C:10](=[CH:11][C:12]([S:20][C:21]4[CH:22]=[CH:23][C:24]([CH3:27])=[CH:25][CH:26]=4)=[CH:13][CH:14]=3)[CH2:9][C:8]=2[CH:7]=1. The catalyst class is: 7. (5) Reactant: [NH:1]1[C:5]([CH2:6][C:7]([OH:9])=[O:8])=[N:4][N:3]=[N:2]1.S(=O)(=O)(O)O.[CH3:15]O. Product: [NH:1]1[C:5]([CH2:6][C:7]([O:9][CH3:15])=[O:8])=[N:4][N:3]=[N:2]1. The catalyst class is: 6. (6) Reactant: [OH:1][C@H:2]1[C@H:7]([OH:8])[C@@H:6]([OH:9])[CH:5]([OH:10])[O:4][C@@H:3]1[C:11]([O:13][CH2:14][C:15]1[CH:20]=[CH:19][CH:18]=[CH:17][CH:16]=1)=[O:12].[O:21]=[S:22]1(=[O:69])[CH2:27][CH2:26][N:25]([CH2:28][CH2:29][NH:30][C@:31]23[CH2:65][CH2:64][C@@H:63]([C:66]([CH3:68])=[CH2:67])[C@@H:32]2[C@@H:33]2[C@@:46]([CH3:49])([CH2:47][CH2:48]3)[C@@:45]3([CH3:50])[C@@H:36]([C@:37]4([CH3:62])[C@@H:42]([CH2:43][CH2:44]3)[C:41]([CH3:52])([CH3:51])[C:40]([C:53]3[CH:61]=[CH:60][C:56]([C:57](O)=[O:58])=[CH:55][CH:54]=3)=[CH:39][CH2:38]4)[CH2:35][CH2:34]2)[CH2:24][CH2:23]1.CN(C(ON1N=NC2C=CC=NC1=2)=[N+](C)C)C.F[P-](F)(F)(F)(F)F.CN1CCOCC1. Product: [O:69]=[S:22]1(=[O:21])[CH2:27][CH2:26][N:25]([CH2:28][CH2:29][NH:30][C@:31]23[CH2:65][CH2:64][C@@H:63]([C:66]([CH3:68])=[CH2:67])[C@@H:32]2[C@@H:33]2[C@@:46]([CH3:49])([CH2:47][CH2:48]3)[C@@:45]3([CH3:50])[C@@H:36]([C@:37]4([CH3:62])[C@@H:42]([CH2:43][CH2:44]3)[C:41]([CH3:52])([CH3:51])[C:40]([C:53]3[CH:54]=[CH:55][C:56]([C:57]([O:10][C@H:5]5[O:4][C@H:3]([C:11]([O:13][CH2:14][C:15]6[CH:20]=[CH:19][CH:18]=[CH:17][CH:16]=6)=[O:12])[C@@H:2]([OH:1])[C@H:7]([OH:8])[C@H:6]5[OH:9])=[O:58])=[CH:60][CH:61]=3)=[CH:39][CH2:38]4)[CH2:35][CH2:34]2)[CH2:24][CH2:23]1. The catalyst class is: 12. (7) The catalyst class is: 1. Reactant: [CH3:1][N:2]([CH3:21])[CH2:3][CH2:4][C:5]1[S:9][C:8]2[CH:10]=[CH:11][CH:12]=[CH:13][C:7]=2[C:6]=1[C:14]([C:16]1[S:20][CH:19]=[N:18][CH:17]=1)=[O:15].[CH3:22][Mg+].[Br-]. Product: [CH3:21][N:2]([CH3:1])[CH2:3][CH2:4][C:5]1[S:9][C:8]2[CH:10]=[CH:11][CH:12]=[CH:13][C:7]=2[C:6]=1[C:14]([C:16]1[S:20][CH:19]=[N:18][CH:17]=1)([OH:15])[CH3:22]. (8) Reactant: [Cl:1][CH2:2][CH:3]1[C:11]2[C:10]3[CH:12]=[C:13]([C:16]([O:18][CH3:19])=[O:17])[CH:14]=[CH:15][C:9]=3[C:8]([N+:20]([O-:22])=[O:21])=[CH:7][C:6]=2[N:5](C(=O)C(F)(F)F)[CH2:4]1.C([O-])([O-])=O.[Cs+].[Cs+].O. Product: [Cl:1][CH2:2][CH:3]1[C:11]2[C:10]3[CH:12]=[C:13]([C:16]([O:18][CH3:19])=[O:17])[CH:14]=[CH:15][C:9]=3[C:8]([N+:20]([O-:22])=[O:21])=[CH:7][C:6]=2[NH:5][CH2:4]1. The catalyst class is: 100. (9) Reactant: C([Li])CCC.[O:6]1[CH:10]=[CH:9][N:8]=[CH:7]1.[CH2:11]([Sn:13](Br)([CH2:16][CH3:17])[CH2:14][CH3:15])[CH3:12]. Product: [CH2:11]([Sn:13]([CH2:16][CH3:17])([CH2:14][CH3:15])[C:7]1[O:6][CH:10]=[CH:9][N:8]=1)[CH3:12]. The catalyst class is: 28. (10) Reactant: [OH:1][CH:2]1[CH2:7][CH2:6][CH2:5][NH:4][CH2:3]1.C(=O)([O-])O.[Na+].[C:13]([O:17][C:18](O[C:18]([O:17][C:13]([CH3:16])([CH3:15])[CH3:14])=[O:19])=[O:19])([CH3:16])([CH3:15])[CH3:14]. Product: [C:18]([N:4]1[CH2:5][CH2:6][CH2:7][CH:2]([OH:1])[CH2:3]1)([O:17][C:13]([CH3:16])([CH3:15])[CH3:14])=[O:19]. The catalyst class is: 6.